Dataset: Catalyst prediction with 721,799 reactions and 888 catalyst types from USPTO. Task: Predict which catalyst facilitates the given reaction. Reactant: [CH3:1][N:2]1[C:10]([C:11]([OH:13])=[O:12])=[N:9][C:8]2[C:3]1=[N:4][CH:5]=[N:6][C:7]=2[N:14]1[CH2:19][CH2:18][CH:17]([N:20]2[C:24]3[CH:25]=[CH:26][CH:27]=[CH:28][C:23]=3[NH:22][C:21]2=[O:29])[CH2:16][CH2:15]1.[CH:30]1(N2C3N=CN=C(N4CCC(N5C6C=CC=CC=6NC5=O)CC4)C=3N=C(OC)C2=O)C[CH2:31]1.[OH-].[Na+]. Product: [CH:1]1([N:2]2[C:10]([C:11]([OH:13])=[O:12])=[N:9][C:8]3[C:3]2=[N:4][CH:5]=[N:6][C:7]=3[N:14]2[CH2:19][CH2:18][CH:17]([N:20]3[C:24]4[CH:25]=[CH:26][CH:27]=[CH:28][C:23]=4[NH:22][C:21]3=[O:29])[CH2:16][CH2:15]2)[CH2:31][CH2:30]1. The catalyst class is: 5.